This data is from Catalyst prediction with 721,799 reactions and 888 catalyst types from USPTO. The task is: Predict which catalyst facilitates the given reaction. The catalyst class is: 26. Product: [Cl:18][C:2]1[N:3]=[C:4]2[NH:13][C:12]([CH3:15])([CH3:14])[CH2:11][CH2:10][N:5]2[C:6](=[O:9])[C:7]=1[F:8]. Reactant: O[C:2]1[N:3]=[C:4]2[NH:13][C:12]([CH3:15])([CH3:14])[CH2:11][CH2:10][N:5]2[C:6](=[O:9])[C:7]=1[F:8].O=P(Cl)(Cl)[Cl:18].